From a dataset of Forward reaction prediction with 1.9M reactions from USPTO patents (1976-2016). Predict the product of the given reaction. (1) Given the reactants [C:1]([O:4][C@@H:5]1[C@@H:19]([O:20][C:21](=[O:23])[CH3:22])[C@H:18]([O:24][C:25](=[O:27])[CH3:26])[CH2:17][S:16][C@H:6]1[O:7][C:8]1[C:9]([F:15])=[N:10][CH:11]=[C:12](Br)[CH:13]=1)(=[O:3])[CH3:2].[F:28][C:29]1[CH:34]=[C:33](B(O)O)[CH:32]=[CH:31][N:30]=1, predict the reaction product. The product is: [C:1]([O:4][C@@H:5]1[C@@H:19]([O:20][C:21](=[O:23])[CH3:22])[C@H:18]([O:24][C:25](=[O:27])[CH3:26])[CH2:17][S:16][C@H:6]1[O:7][C:8]1[C:9]([F:15])=[N:10][CH:11]=[C:12]([C:33]2[CH:32]=[CH:31][N:30]=[C:29]([F:28])[CH:34]=2)[CH:13]=1)(=[O:3])[CH3:2]. (2) Given the reactants [Br:1][C:2]1[CH:3]=[C:4]2[C:11]3([C:15](=[O:16])[N:14]([CH3:17])[C:13](SC)=[N:12]3)[CH2:10][CH:9]([C:20]3[CH:25]=[CH:24][CH:23]=[C:22]([Cl:26])[CH:21]=3)[O:8][C:5]2=[CH:6][CH:7]=1.[NH4+:27].[I-].N.CCO, predict the reaction product. The product is: [NH2:27][C:13]1[N:14]([CH3:17])[C:15](=[O:16])[C:11]2([C:4]3[C:5](=[CH:6][CH:7]=[C:2]([Br:1])[CH:3]=3)[O:8][CH:9]([C:20]3[CH:25]=[CH:24][CH:23]=[C:22]([Cl:26])[CH:21]=3)[CH2:10]2)[N:12]=1. (3) Given the reactants C(OC1C=C2C(=CC=1OCC=C)N=C(N1CCN(S(C3C=CC(C4C=CC=CC=4)=CC=3)(=O)=O)CC1)N=C2N)C=C.[NH2:41][C:42]1[C:51]2[C:46](=[CH:47][C:48]([O:54]C)=[C:49]([O:52]C)[CH:50]=2)[N:45]=[C:44]([Cl:56])[N:43]=1.B(Br)(Br)Br.CO, predict the reaction product. The product is: [NH2:41][C:42]1[C:51]2[C:46](=[CH:47][C:48]([OH:54])=[C:49]([OH:52])[CH:50]=2)[N:45]=[C:44]([Cl:56])[N:43]=1. (4) Given the reactants C([O:3][C:4]([C:6]1[CH:7]=[C:8]2[C:13](=[CH:14][CH:15]=1)[NH:12][CH:11]([C:16]1[CH:17]=[C:18]([C:23]3[CH:28]=[CH:27][C:26]([C:29]([CH3:32])([CH3:31])[CH3:30])=[CH:25][CH:24]=3)[CH:19]=[C:20]([F:22])[CH:21]=1)[C:10]([CH3:34])([CH3:33])[CH2:9]2)=[O:5])C.Cl, predict the reaction product. The product is: [C:29]([C:26]1[CH:25]=[CH:24][C:23]([C:18]2[CH:19]=[C:20]([F:22])[CH:21]=[C:16]([CH:11]3[C:10]([CH3:34])([CH3:33])[CH2:9][C:8]4[C:13](=[CH:14][CH:15]=[C:6]([C:4]([OH:5])=[O:3])[CH:7]=4)[NH:12]3)[CH:17]=2)=[CH:28][CH:27]=1)([CH3:32])([CH3:30])[CH3:31]. (5) The product is: [C:49]([CH2:21][N:18]1[CH:19]=[CH:20][C:16]([NH:15][C:13](=[O:14])[C@@H:12]([C:4]2[CH:5]=[CH:6][C:7]([S:8]([CH3:11])(=[O:10])=[O:9])=[C:2]([Cl:1])[CH:3]=2)[CH2:22][CH:23]2[CH2:24][CH2:25][CH2:26][CH2:27]2)=[N:17]1)(=[O:50])[NH2:51]. Given the reactants [Cl:1][C:2]1[CH:3]=[C:4]([C@@H:12]([CH2:22][CH:23]2[CH2:27][CH2:26][CH2:25][CH2:24]2)[C:13]([NH:15][C:16]2[CH:20]=[CH:19][N:18]([CH3:21])[N:17]=2)=[O:14])[CH:5]=[CH:6][C:7]=1[S:8]([CH3:11])(=[O:10])=[O:9].C(Cl)(=O)C(Cl)=O.N1C(C)=CC=CC=1C.NC1C=CN(C[C:49]([NH2:51])=[O:50])N=1, predict the reaction product. (6) Given the reactants [C:1]([C:5]1[CH:10]=[C:9]([C:11]([CH3:14])([CH3:13])[CH3:12])[CH:8]=[C:7](I)[C:6]=1[O:16][CH2:17][C:18]([F:21])([F:20])[F:19])([CH3:4])([CH3:3])[CH3:2].CN(C)CCN(C)C.C([Li])CCC.[B:35](OC)([O:38]C)[O:36]C.C(=O)=O.CC(C)=O.Cl, predict the reaction product. The product is: [F:19][C:18]([F:21])([F:20])[CH2:17][O:16][C:6]1[C:5]([C:1]([CH3:4])([CH3:3])[CH3:2])=[CH:10][C:9]([C:11]([CH3:14])([CH3:13])[CH3:12])=[CH:8][C:7]=1[B:35]([OH:38])[OH:36].